Dataset: Full USPTO retrosynthesis dataset with 1.9M reactions from patents (1976-2016). Task: Predict the reactants needed to synthesize the given product. (1) Given the product [C:1]([O:5][C:6]([N:8]1[C:16]2[C:11](=[CH:12][C:13]([CH2:17][CH2:18][OH:31])=[CH:14][CH:15]=2)[CH:10]=[CH:9]1)=[O:7])([CH3:4])([CH3:3])[CH3:2], predict the reactants needed to synthesize it. The reactants are: [C:1]([O:5][C:6]([N:8]1[C:16]2[C:11](=[CH:12][C:13]([CH:17]=[CH2:18])=[CH:14][CH:15]=2)[CH:10]=[CH:9]1)=[O:7])([CH3:4])([CH3:3])[CH3:2].B1C2CCCC1CCC2.C1C[O:31]CC1. (2) Given the product [Si:36]([O:37][CH2:38]/[C:39](/[CH3:54])=[CH:40]\[C:2]1[CH:7]=[C:6]([F:8])[CH:5]=[CH:4][C:3]=1[S:9]([N:12]([C:17]1[C:26]([C:27]([O:29][CH3:30])=[O:28])=[C:25]2[C:20]([CH:21]3[CH2:31][CH:22]3[CH2:23][O:24]2)=[CH:19][CH:18]=1)[C:13]([O:15][CH3:16])=[O:14])(=[O:11])=[O:10])([C:32]([CH3:33])([CH3:34])[CH3:35])([CH3:55])[CH3:56], predict the reactants needed to synthesize it. The reactants are: Br[C:2]1[CH:7]=[C:6]([F:8])[CH:5]=[CH:4][C:3]=1[S:9]([N:12]([C:17]1[C:26]([C:27]([O:29][CH3:30])=[O:28])=[C:25]2[C:20]([CH:21]3[CH2:31][CH:22]3[CH2:23][O:24]2)=[CH:19][CH:18]=1)[C:13]([O:15][CH3:16])=[O:14])(=[O:11])=[O:10].[C:32]([Si:36]([CH3:56])([CH3:55])[O:37][CH2:38]/[C:39](/[CH3:54])=[CH:40]\[Sn](CCCC)(CCCC)CCCC)([CH3:35])([CH3:34])[CH3:33].F[B-](F)(F)F.C([PH+](C(C)(C)C)C(C)(C)C)(C)(C)C. (3) Given the product [CH3:1][O:2][C:3](=[O:33])[C:4]1[CH:9]=[CH:8][C:7]([CH2:10][N:11]2[CH:15]=[C:14]([C:16]3[CH:21]=[CH:20][C:19]([Cl:22])=[CH:18][C:17]=3[Cl:23])[N:13]=[C:12]2[CH2:24][O:25][C:26]2[CH:31]=[CH:30][C:29]([C:39]3[CH:40]=[CH:41][C:36]([C:35]([F:46])([F:45])[F:34])=[CH:37][CH:38]=3)=[CH:28][CH:27]=2)=[CH:6][CH:5]=1, predict the reactants needed to synthesize it. The reactants are: [CH3:1][O:2][C:3](=[O:33])[C:4]1[CH:9]=[CH:8][C:7]([CH2:10][N:11]2[CH:15]=[C:14]([C:16]3[CH:21]=[CH:20][C:19]([Cl:22])=[CH:18][C:17]=3[Cl:23])[N:13]=[C:12]2[CH2:24][O:25][C:26]2[CH:31]=[CH:30][C:29](Br)=[CH:28][CH:27]=2)=[CH:6][CH:5]=1.[F:34][C:35]([F:46])([F:45])[C:36]1[CH:41]=[CH:40][C:39](B(O)O)=[CH:38][CH:37]=1. (4) Given the product [F:1][C:2]1[CH:20]=[CH:19][C:5]2[N:6]([CH2:29][C:30]([O:32][CH2:33][CH3:34])=[O:31])[C:7](=[N:9][C:10](=[O:18])[C:11]3[CH:12]=[CH:13][C:14]([CH3:17])=[CH:15][CH:16]=3)[S:8][C:4]=2[C:3]=1[F:21], predict the reactants needed to synthesize it. The reactants are: [F:1][C:2]1[CH:20]=[CH:19][C:5]2[NH:6][C:7](=[N:9][C:10](=[O:18])[C:11]3[CH:16]=[CH:15][C:14]([CH3:17])=[CH:13][CH:12]=3)[S:8][C:4]=2[C:3]=1[F:21].C(=O)([O-])[O-].[K+].[K+].Br[CH2:29][C:30]([O:32][CH2:33][CH3:34])=[O:31]. (5) Given the product [F:42][C:39]([F:40])([F:41])[CH2:38][O:37][C:29]1[CH:28]=[C:27]([C:25]2[CH:24]=[C:23]([C:43]([F:45])([F:46])[F:44])[N:22]=[C:21]([C:19]3[CH:18]=[CH:17][N:16]=[C:15]([C:11]4[CH:10]=[C:9]([S:6]([NH2:5])(=[O:8])=[O:7])[CH:14]=[CH:13][CH:12]=4)[CH:20]=3)[N:26]=2)[CH:32]=[CH:31][C:30]=1[C:33]([F:34])([F:36])[F:35], predict the reactants needed to synthesize it. The reactants are: C([NH:5][S:6]([C:9]1[CH:14]=[CH:13][CH:12]=[C:11]([C:15]2[CH:20]=[C:19]([C:21]3[N:26]=[C:25]([C:27]4[CH:32]=[CH:31][C:30]([C:33]([F:36])([F:35])[F:34])=[C:29]([O:37][CH2:38][C:39]([F:42])([F:41])[F:40])[CH:28]=4)[CH:24]=[C:23]([C:43]([F:46])([F:45])[F:44])[N:22]=3)[CH:18]=[CH:17][N:16]=2)[CH:10]=1)(=[O:8])=[O:7])(C)(C)C.C(O)(C(F)(F)F)=O. (6) Given the product [CH2:32]([O:34][C:35]1[N:24]([C:21]2[CH:20]=[CH:19][C:18]([C:9]3[N:8]([C:5]4[CH:6]=[N:7][C:2]([CH3:1])=[CH:3][CH:4]=4)[CH:12]=[C:11]([C:13]4[N:14]=[CH:15][S:16][CH:17]=4)[N:10]=3)=[CH:23][CH:22]=2)[C:25]2=[N:26][CH:27]=[CH:28][CH:29]=[C:30]2[N:31]=1)[CH3:33], predict the reactants needed to synthesize it. The reactants are: [CH3:1][C:2]1[N:7]=[CH:6][C:5]([N:8]2[CH:12]=[C:11]([C:13]3[N:14]=[CH:15][S:16][CH:17]=3)[N:10]=[C:9]2[C:18]2[CH:23]=[CH:22][C:21]([NH:24][C:25]3[C:30]([NH2:31])=[CH:29][CH:28]=[CH:27][N:26]=3)=[CH:20][CH:19]=2)=[CH:4][CH:3]=1.[CH2:32]([O:34][C:35](OCC)(OCC)OCC)[CH3:33].C(O)(=O)CC.